From a dataset of Full USPTO retrosynthesis dataset with 1.9M reactions from patents (1976-2016). Predict the reactants needed to synthesize the given product. (1) Given the product [CH3:13][CH:10]1[CH2:11][CH2:12][C:6]2[C:5]3[C:14](=[O:16])[N:27]([CH2:26][CH2:25][CH2:24][N:23]4[C:19]([CH3:18])=[CH:20][N:21]=[CH:22]4)[C:2](=[S:3])[NH:1][C:4]=3[S:8][C:7]=2[CH2:9]1, predict the reactants needed to synthesize it. The reactants are: [N:1]([C:4]1[S:8][C:7]2[CH2:9][CH:10]([CH3:13])[CH2:11][CH2:12][C:6]=2[C:5]=1[C:14]([O:16]C)=O)=[C:2]=[S:3].[CH3:18][C:19]1[N:23]([CH2:24][CH2:25][CH2:26][NH2:27])[CH:22]=[N:21][CH:20]=1. (2) The reactants are: O.C[Si]([Cl:6])(C)C.[CH3:7][N:8]([CH2:10][CH:11]1[CH:17]([C:18]2[CH:19]=[C:20]([O:24][C:25](=[O:30])[C:26]([CH3:29])([CH3:28])[CH3:27])[CH:21]=[CH:22][CH:23]=2)[CH2:16][CH:15]2[CH2:31][CH:12]1[CH2:13][CH2:14]2)[CH3:9]. Given the product [ClH:6].[CH3:7][N:8]([CH2:10][CH:11]1[CH:17]([C:18]2[CH:19]=[C:20]([O:24][C:25](=[O:30])[C:26]([CH3:27])([CH3:29])[CH3:28])[CH:21]=[CH:22][CH:23]=2)[CH2:16][CH:15]2[CH2:31][CH:12]1[CH2:13][CH2:14]2)[CH3:9], predict the reactants needed to synthesize it. (3) Given the product [Cl:15][C:16]1[N:25]=[C:24]([NH:4][CH2:3][C:2]([F:7])([F:1])[CH2:5][NH2:6])[C:23]2[C:18](=[CH:19][CH:20]=[C:21]([CH3:27])[CH:22]=2)[N:17]=1, predict the reactants needed to synthesize it. The reactants are: [F:1][C:2]([F:7])([CH2:5][NH2:6])[CH2:3][NH2:4].C(N(CC)CC)C.[Cl:15][C:16]1[N:25]=[C:24](Cl)[C:23]2[C:18](=[CH:19][CH:20]=[C:21]([CH3:27])[CH:22]=2)[N:17]=1.O. (4) Given the product [CH3:1][O:2][C:3]1[CH:8]=[CH:7][CH:6]=[C:5]([NH2:9])[C:4]=1[NH2:10], predict the reactants needed to synthesize it. The reactants are: [CH3:1][O:2][C:3]1[C:4]([N+:10]([O-])=O)=[C:5]([NH2:9])[CH:6]=[CH:7][CH:8]=1. (5) Given the product [CH3:12][O:10][C:9](=[O:11])[CH2:8][C:4]1[CH:5]=[CH:6][CH:7]=[C:2]([NH2:1])[CH:3]=1, predict the reactants needed to synthesize it. The reactants are: [NH2:1][C:2]1[CH:3]=[C:4]([CH2:8][C:9]([OH:11])=[O:10])[CH:5]=[CH:6][CH:7]=1.[C:12](Cl)(=O)C.